Task: Predict which catalyst facilitates the given reaction.. Dataset: Catalyst prediction with 721,799 reactions and 888 catalyst types from USPTO (1) Reactant: [CH3:1][O:2][C:3]1[CH:4]=[C:5]([N:11]2[CH2:16][C:15]3[CH:17]=[N:18][C:19]4[N:23]([S:24]([C:27]5[CH:32]=[CH:31][CH:30]=[CH:29][CH:28]=5)(=[O:26])=[O:25])[C:22]([C:33]([OH:35])=O)=[CH:21][C:20]=4[C:14]=3[N:13]([CH3:36])[C:12]2=[O:37])[CH:6]=[C:7]([O:9][CH3:10])[CH:8]=1.F[P-](F)(F)(F)(F)F.[N:45]1(O[P+](N(C)C)(N(C)C)N(C)C)[C:49]2C=CC=CC=2N=N1.C(N(CC)CC)C.CN. Product: [CH3:10][O:9][C:7]1[CH:6]=[C:5]([N:11]2[CH2:16][C:15]3[CH:17]=[N:18][C:19]4[N:23]([S:24]([C:27]5[CH:28]=[CH:29][CH:30]=[CH:31][CH:32]=5)(=[O:25])=[O:26])[C:22]([C:33]([NH:45][CH3:49])=[O:35])=[CH:21][C:20]=4[C:14]=3[N:13]([CH3:36])[C:12]2=[O:37])[CH:4]=[C:3]([O:2][CH3:1])[CH:8]=1. The catalyst class is: 765. (2) Reactant: [CH3:1][N:2](C)/[CH:3]=[CH:4]/[C:5](=[O:11])[CH:6]([O:9][CH3:10])[O:7][CH3:8].C(N)[C:14]1[CH:19]=[CH:18][CH:17]=[CH:16][CH:15]=1. Product: [CH2:1]([NH:2]/[CH:3]=[CH:4]/[C:5](=[O:11])[CH:6]([O:9][CH3:10])[O:7][CH3:8])[C:14]1[CH:19]=[CH:18][CH:17]=[CH:16][CH:15]=1. The catalyst class is: 11. (3) The catalyst class is: 4. Reactant: N1C=CC=CC=1.[CH3:7][N:8]([CH:18]1[CH:23]([CH3:24])[CH2:22][CH2:21][NH:20][CH2:19]1)[C:9]1[C:10]2[CH:17]=[CH:16][NH:15][C:11]=2[N:12]=[CH:13][N:14]=1.[CH3:25][O:26][C:27]1[CH:32]=[CH:31][C:30]([S:33](Cl)(=[O:35])=[O:34])=[CH:29][CH:28]=1. Product: [CH3:25][O:26][C:27]1[CH:28]=[CH:29][C:30]([S:33]([N:20]2[CH2:21][CH2:22][CH:23]([CH3:24])[CH:18]([N:8]([CH3:7])[C:9]3[C:10]4[CH:17]=[CH:16][NH:15][C:11]=4[N:12]=[CH:13][N:14]=3)[CH2:19]2)(=[O:35])=[O:34])=[CH:31][CH:32]=1. (4) Reactant: Br[C:2]1[CH:22]=[C:21]([CH3:23])[C:5]([O:6][C:7]2[C:12]([CH3:13])=[C:11]([NH:14][CH:15]([CH2:18][CH3:19])[CH2:16][CH3:17])[CH:10]=[C:9]([CH3:20])[N:8]=2)=[C:4]([CH3:24])[CH:3]=1.C([Li])CCC.N([F:49])(S(C1C=CC=CC=1)(=O)=O)S(C1C=CC=CC=1)(=O)=O. Product: [CH2:16]([CH:15]([NH:14][C:11]1[CH:10]=[C:9]([CH3:20])[N:8]=[C:7]([O:6][C:5]2[C:21]([CH3:23])=[CH:22][C:2]([F:49])=[CH:3][C:4]=2[CH3:24])[C:12]=1[CH3:13])[CH2:18][CH3:19])[CH3:17]. The catalyst class is: 1. (5) Reactant: [C:1]([O:5][C@@H:6]([C:12]1[C:13]([CH3:42])=[N:14][C:15]2[N:16]([N:26]=[C:27]([C:29]3[S:30][C:31]([CH2:34][C:35]4[CH:40]=[CH:39][C:38]([F:41])=[CH:37][CH:36]=4)=[CH:32][N:33]=3)[CH:28]=2)[C:17]=1[N:18]1[CH2:23][CH2:22][C:21]([CH3:25])([CH3:24])[CH2:20][CH2:19]1)[C:7]([O:9]CC)=[O:8])([CH3:4])([CH3:3])[CH3:2].[OH-].[Na+]. Product: [C:1]([O:5][C@@H:6]([C:12]1[C:13]([CH3:42])=[N:14][C:15]2[N:16]([N:26]=[C:27]([C:29]3[S:30][C:31]([CH2:34][C:35]4[CH:40]=[CH:39][C:38]([F:41])=[CH:37][CH:36]=4)=[CH:32][N:33]=3)[CH:28]=2)[C:17]=1[N:18]1[CH2:23][CH2:22][C:21]([CH3:25])([CH3:24])[CH2:20][CH2:19]1)[C:7]([OH:9])=[O:8])([CH3:2])([CH3:3])[CH3:4]. The catalyst class is: 5. (6) Reactant: [CH2:1]([O:3][C:4](=[O:31])[NH:5][CH:6]([CH3:30])[CH2:7][C:8]1[CH:9]=[C:10]2[C:14](=[C:15]([C:17]#[N:18])[CH:16]=1)[N:13]([CH2:19][CH2:20][CH2:21][O:22][Si:23]([C:26]([CH3:29])([CH3:28])[CH3:27])([CH3:25])[CH3:24])[CH2:12][CH2:11]2)[CH3:2].OO.[OH-].[Na+].C(O)(=[O:38])C. Product: [CH2:1]([O:3][C:4](=[O:31])[NH:5][CH:6]([CH3:30])[CH2:7][C:8]1[CH:9]=[C:10]2[C:14](=[C:15]([C:17](=[O:38])[NH2:18])[CH:16]=1)[N:13]([CH2:19][CH2:20][CH2:21][O:22][Si:23]([C:26]([CH3:29])([CH3:28])[CH3:27])([CH3:24])[CH3:25])[CH2:12][CH2:11]2)[CH3:2]. The catalyst class is: 58. (7) Reactant: Cl[C:2]1[N:6]=[C:5]([CH:7]2[CH2:12][CH:11]([C:13]3[CH:18]=[CH:17][C:16]([C:19]([F:22])([F:21])[F:20])=[CH:15][CH:14]=3)[CH2:10][N:9]([C:23]([N:25]3[CH2:30][CH2:29][O:28][CH2:27][CH2:26]3)=[O:24])[CH2:8]2)[O:4][N:3]=1.[NH2:31][CH2:32][CH2:33][OH:34]. Product: [OH:34][CH2:33][CH2:32][NH:31][C:2]1[N:6]=[C:5]([CH:7]2[CH2:12][CH:11]([C:13]3[CH:18]=[CH:17][C:16]([C:19]([F:22])([F:21])[F:20])=[CH:15][CH:14]=3)[CH2:10][N:9]([C:23]([N:25]3[CH2:30][CH2:29][O:28][CH2:27][CH2:26]3)=[O:24])[CH2:8]2)[O:4][N:3]=1. The catalyst class is: 8.